Dataset: NCI-60 drug combinations with 297,098 pairs across 59 cell lines. Task: Regression. Given two drug SMILES strings and cell line genomic features, predict the synergy score measuring deviation from expected non-interaction effect. (1) Drug 1: C1CCN(CC1)CCOC2=CC=C(C=C2)C(=O)C3=C(SC4=C3C=CC(=C4)O)C5=CC=C(C=C5)O. Drug 2: C1=NC2=C(N1)C(=S)N=CN2. Cell line: NCI-H226. Synergy scores: CSS=-2.62, Synergy_ZIP=2.59, Synergy_Bliss=3.80, Synergy_Loewe=-3.28, Synergy_HSA=-1.92. (2) Drug 1: CC1=C2C(C(=O)C3(C(CC4C(C3C(C(C2(C)C)(CC1OC(=O)C(C(C5=CC=CC=C5)NC(=O)OC(C)(C)C)O)O)OC(=O)C6=CC=CC=C6)(CO4)OC(=O)C)OC)C)OC. Drug 2: CNC(=O)C1=NC=CC(=C1)OC2=CC=C(C=C2)NC(=O)NC3=CC(=C(C=C3)Cl)C(F)(F)F. Cell line: PC-3. Synergy scores: CSS=54.2, Synergy_ZIP=0.252, Synergy_Bliss=-0.921, Synergy_Loewe=-4.52, Synergy_HSA=2.97.